Dataset: Peptide-MHC class II binding affinity with 134,281 pairs from IEDB. Task: Regression. Given a peptide amino acid sequence and an MHC pseudo amino acid sequence, predict their binding affinity value. This is MHC class II binding data. The peptide sequence is GWPYIGSRSQIIGRS. The MHC is DRB4_0101 with pseudo-sequence DRB4_0103. The binding affinity (normalized) is 0.526.